From a dataset of Full USPTO retrosynthesis dataset with 1.9M reactions from patents (1976-2016). Predict the reactants needed to synthesize the given product. (1) Given the product [N:8]1[CH:9]=[CH:10][N:11]2[CH:24]=[CH:25][C:26]([NH2:27])=[N:6][C:7]=12, predict the reactants needed to synthesize it. The reactants are: S(O)(O)(=O)=O.[NH2:6][C:7]1[NH:8][CH:9]=[CH:10][N:11]=1.[NH2:6][C:7]1[NH:8][CH:9]=[CH:10][N:11]=1.C[O-].[Na+].C(O[CH:24](OCC)[CH2:25][C:26]#[N:27])C. (2) The reactants are: [F:1][C:2]1[CH:10]=[C:9]2[C:5]([CH2:6][CH2:7][N:8]2[CH:11]2[CH2:16][CH2:15][N:14]([C:17]([NH:19][C:20]3[S:21][C:22]([C:25]([O:27]C)=O)=[CH:23][N:24]=3)=[O:18])[CH2:13][CH2:12]2)=[CH:4][CH:3]=1.[CH3:29][NH2:30]. Given the product [F:1][C:2]1[CH:10]=[C:9]2[C:5]([CH2:6][CH2:7][N:8]2[CH:11]2[CH2:12][CH2:13][N:14]([C:17]([NH:19][C:20]3[S:21][C:22]([C:25]([NH:30][CH3:29])=[O:27])=[CH:23][N:24]=3)=[O:18])[CH2:15][CH2:16]2)=[CH:4][CH:3]=1, predict the reactants needed to synthesize it. (3) Given the product [Cl:1][C:2]1[CH:3]=[C:4]([CH2:9][NH:10][CH2:12][CH:13]([O:16][CH3:17])[O:14][CH3:15])[CH:5]=[C:6]([Cl:8])[CH:7]=1, predict the reactants needed to synthesize it. The reactants are: [Cl:1][C:2]1[CH:3]=[C:4]([CH2:9][NH2:10])[CH:5]=[C:6]([Cl:8])[CH:7]=1.Br[CH2:12][CH:13]([O:16][CH3:17])[O:14][CH3:15].C([O-])([O-])=O.[K+].[K+].O.